Task: Predict the reaction yield, written as a fraction of the theoretical maximum amount of product (1.0 means a 100% yield; for example, 0.34 means a 34% yield).. Dataset: Reaction yield outcomes from USPTO patents with 853,638 reactions (1) The reactants are C([O:8][C:9]1[CH:14]=[CH:13][C:12]([C:15](=[O:23])[CH2:16][C:17]2[CH:22]=[CH:21][N:20]=[CH:19][CH:18]=2)=[CH:11][CH:10]=1)C1C=CC=CC=1.C1COCC1. The catalyst is CO. The product is [OH:8][C:9]1[CH:14]=[CH:13][C:12]([C:15](=[O:23])[CH2:16][C:17]2[CH:22]=[CH:21][N:20]=[CH:19][CH:18]=2)=[CH:11][CH:10]=1. The yield is 0.850. (2) The reactants are [C:1]1(=[O:8])[CH2:6][CH2:5][CH2:4][C:3](=[O:7])[CH2:2]1.[CH2:9](O)[C:10]1[CH:15]=[CH:14][CH:13]=[CH:12][CH:11]=1. The catalyst is O.C1(C)C=CC(S(O)(=O)=O)=CC=1.C1(C)C=CC=CC=1. The product is [CH2:9]([O:7][C:3]1[CH2:4][CH2:5][CH2:6][C:1](=[O:8])[CH:2]=1)[C:10]1[CH:15]=[CH:14][CH:13]=[CH:12][CH:11]=1. The yield is 0.680. (3) The reactants are [F:1][C:2]([F:16])([F:15])[O:3][C:4]1[CH:5]=[C:6]2[C:10](=[CH:11][CH:12]=1)[NH:9][C:8](=[O:13])[C:7]2=O. The catalyst is O.NN. The product is [F:16][C:2]([F:1])([F:15])[O:3][C:4]1[CH:5]=[C:6]2[C:10](=[CH:11][CH:12]=1)[NH:9][C:8](=[O:13])[CH2:7]2. The yield is 0.690. (4) The reactants are [Br:1][C:2]1[CH:3]=[C:4]([CH:9]=[CH:10][CH:11]=1)[C:5]([NH:7][NH2:8])=[O:6].[CH2:12](OC(OCC)(OCC)C)[CH3:13]. The catalyst is C(O)(=O)C. The product is [Br:1][C:2]1[CH:3]=[C:4]([C:5]2[O:6][C:12]([CH3:13])=[N:8][N:7]=2)[CH:9]=[CH:10][CH:11]=1. The yield is 0.350.